From a dataset of Reaction yield outcomes from USPTO patents with 853,638 reactions. Predict the reaction yield, written as a fraction of the theoretical maximum amount of product (1.0 means a 100% yield; for example, 0.34 means a 34% yield). (1) The reactants are [C:1]([NH:11][C@H:12]([C:15]([OH:17])=[O:16])[CH2:13]Cl)([O:3][CH2:4][C:5]1[CH:10]=[CH:9][CH:8]=[CH:7][CH:6]=1)=[O:2].C(=O)([O-])O.[Na+].[C:23]1([SH:29])[CH:28]=[CH:27][CH:26]=[CH:25][CH:24]=1.Cl. The catalyst is O. The product is [C:1]([NH:11][C@H:12]([C:15]([OH:17])=[O:16])[CH2:13][S:29][C:23]1[CH:28]=[CH:27][CH:26]=[CH:25][CH:24]=1)([O:3][CH2:4][C:5]1[CH:10]=[CH:9][CH:8]=[CH:7][CH:6]=1)=[O:2]. The yield is 0.840. (2) The reactants are [F:1][C:2]1([F:30])[CH:7]([C:8]2[CH:13]=[CH:12][C:11]([O:14]C)=[CH:10][CH:9]=2)[CH2:6][CH2:5][N:4]([CH:16]2[CH2:20][CH2:19][N:18]([CH2:21][C:22]3[CH:27]=[CH:26][C:25]([F:28])=[CH:24][CH:23]=3)[C:17]2=[O:29])[CH2:3]1.B(Br)(Br)Br. The catalyst is C(Cl)Cl. The product is [F:30][C:2]1([F:1])[CH:7]([C:8]2[CH:13]=[CH:12][C:11]([OH:14])=[CH:10][CH:9]=2)[CH2:6][CH2:5][N:4]([CH:16]2[CH2:20][CH2:19][N:18]([CH2:21][C:22]3[CH:27]=[CH:26][C:25]([F:28])=[CH:24][CH:23]=3)[C:17]2=[O:29])[CH2:3]1. The yield is 0.170. (3) The reactants are [Cl:1][C:2]1[CH:23]=[C:22]([Cl:24])[CH:21]=[CH:20][C:3]=1[CH2:4][N:5]1[C:9]([CH2:10][CH2:11][C:12]([OH:14])=O)=[CH:8][C:7]([O:15][CH2:16][CH2:17][O:18][CH3:19])=[N:6]1.[CH2:25]([S:30]([NH2:33])(=[O:32])=[O:31])[CH2:26][CH2:27][CH2:28][CH3:29].N12CCCN=C1CCCCC2. The yield is 0.300. The catalyst is O1CCCC1. The product is [Cl:1][C:2]1[CH:23]=[C:22]([Cl:24])[CH:21]=[CH:20][C:3]=1[CH2:4][N:5]1[C:9]([CH2:10][CH2:11][C:12]([NH:33][S:30]([CH2:25][CH2:26][CH2:27][CH2:28][CH3:29])(=[O:32])=[O:31])=[O:14])=[CH:8][C:7]([O:15][CH2:16][CH2:17][O:18][CH3:19])=[N:6]1. (4) The reactants are [Br:1][C:2]1[CH:9]=[CH:8][C:5]([CH2:6]Br)=[C:4]([F:10])[CH:3]=1.C(=O)([O-])[O-].[K+].[K+].[CH3:17][C@H:18]1[O:23][C@@H:22]([CH3:24])[CH2:21][NH:20][CH2:19]1. The catalyst is C1COCC1. The product is [Br:1][C:2]1[CH:9]=[CH:8][C:5]([CH2:6][N:20]2[CH2:19][C@H:18]([CH3:17])[O:23][C@H:22]([CH3:24])[CH2:21]2)=[C:4]([F:10])[CH:3]=1. The yield is 0.0700. (5) The product is [Cl:12][C:4]1[CH:5]=[C:6]([N+:9]([O-:11])=[O:10])[CH:7]=[CH:8][C:3]=1[CH2:2][S:20][C:18]1[N:17]=[C:16]([OH:21])[CH:15]=[C:14]([CH3:13])[N:19]=1. The yield is 0.540. The reactants are Br[CH2:2][C:3]1[CH:8]=[CH:7][C:6]([N+:9]([O-:11])=[O:10])=[CH:5][C:4]=1[Cl:12].[CH3:13][C:14]1[N:19]=[C:18]([SH:20])[N:17]=[C:16]([OH:21])[CH:15]=1.C(=O)([O-])[O-].[K+].[K+].O. The catalyst is CN(C=O)C. (6) The reactants are [CH2:1]([O:8][C:9]1[C:13]([CH2:14]C(O)=O)=[CH:12][N:11]([C:18]2[CH:23]=[CH:22][CH:21]=[CH:20][CH:19]=2)[N:10]=1)[C:2]1[CH:7]=[CH:6][CH:5]=[CH:4][CH:3]=1.CI.[C:26](=[O:29])([O-])[O-:27].[K+].[K+].[CH3:32]N(C)C=O. The catalyst is O. The product is [C:26]([O:27][CH2:14][C:13]1[C:9]([O:8][CH2:1][C:2]2[CH:3]=[CH:4][CH:5]=[CH:6][CH:7]=2)=[N:10][N:11]([C:18]2[CH:19]=[CH:20][CH:21]=[CH:22][CH:23]=2)[CH:12]=1)(=[O:29])[CH3:32]. The yield is 0.990.